From a dataset of Catalyst prediction with 721,799 reactions and 888 catalyst types from USPTO. Predict which catalyst facilitates the given reaction. (1) Reactant: [CH:1]1([CH2:7][C@@H:8]([C:10]([OH:12])=[O:11])[NH2:9])[CH2:6][CH2:5][CH2:4][CH2:3][CH2:2]1.Cl[C:14]([O:16][CH2:17][C:18]1[CH:23]=[CH:22][CH:21]=[CH:20][CH:19]=1)=[O:15].C([O-])([O-])=O.[K+].[K+].Cl. Product: [CH:1]1([CH2:7][C@@H:8]([C:10]([OH:12])=[O:11])[NH:9][C:14]([O:16][CH2:17][C:18]2[CH:23]=[CH:22][CH:21]=[CH:20][CH:19]=2)=[O:15])[CH2:6][CH2:5][CH2:4][CH2:3][CH2:2]1. The catalyst class is: 249. (2) Reactant: [F:1][C:2]([F:12])([F:11])[C:3]([CH3:10])([CH3:9])[C:4](=O)[CH2:5][C:6]#[N:7].[NH2:13][NH2:14].Cl.C(Cl)Cl. Product: [F:1][C:2]([F:11])([F:12])[C:3]([C:4]1[CH:5]=[C:6]([NH2:7])[NH:14][N:13]=1)([CH3:10])[CH3:9]. The catalyst class is: 88. (3) Reactant: Br[C:2]1[CH:26]=[CH:25][C:5]2[N:6]=[C:7]([NH:9][C:10]([N:12]3[CH2:17][CH2:16][C:15](=[CH:18][C:19]4[CH:24]=[CH:23][CH:22]=[CH:21][N:20]=4)[CH2:14][CH2:13]3)=[O:11])[S:8][C:4]=2[CH:3]=1.CC1(C)C(C)(C)OB([C:35]2[CH:36]=[N:37][CH:38]=[CH:39][CH:40]=2)O1.C(=O)([O-])[O-].[Na+].[Na+].[Cl-].[NH4+]. Product: [N:37]1[CH:38]=[CH:39][CH:40]=[C:35]([C:2]2[CH:26]=[CH:25][C:5]3[N:6]=[C:7]([NH:9][C:10]([N:12]4[CH2:17][CH2:16][C:15](=[CH:18][C:19]5[CH:24]=[CH:23][CH:22]=[CH:21][N:20]=5)[CH2:14][CH2:13]4)=[O:11])[S:8][C:4]=3[CH:3]=2)[CH:36]=1. The catalyst class is: 564. (4) Reactant: [CH2:1]([C:8]1[O:9][C:10]([CH3:28])=[C:11]([CH3:27])[C:12]=1[C:13]([C:15]1[CH:20]=[C:19]([CH2:21][CH3:22])[C:18]([O:23]C)=[C:17]([CH2:25][CH3:26])[CH:16]=1)=[O:14])[C:2]1[CH:7]=[CH:6][CH:5]=[CH:4][CH:3]=1.B(Br)(Br)Br.C(Cl)Cl. Product: [CH2:1]([C:8]1[O:9][C:10]([CH3:28])=[C:11]([CH3:27])[C:12]=1[C:13]([C:15]1[CH:16]=[C:17]([CH2:25][CH3:26])[C:18]([OH:23])=[C:19]([CH2:21][CH3:22])[CH:20]=1)=[O:14])[C:2]1[CH:3]=[CH:4][CH:5]=[CH:6][CH:7]=1. The catalyst class is: 2.